Dataset: Forward reaction prediction with 1.9M reactions from USPTO patents (1976-2016). Task: Predict the product of the given reaction. Given the reactants C([N:4]1[C:12]2[C:7](=[CH:8][CH:9]=[CH:10][CH:11]=2)[C:6](=[C:13](Cl)[C:14]2[CH:19]=[CH:18][CH:17]=[C:16]([Cl:20])[CH:15]=2)[C:5]1=[O:22])(=O)C.[CH3:23][N:24]([CH2:26][C:27]1[CH:33]=[CH:32][C:30]([NH2:31])=[CH:29][CH:28]=1)[CH3:25].[OH-].[Na+], predict the reaction product. The product is: [CH3:25][N:24]([CH2:26][C:27]1[CH:28]=[CH:29][C:30]([NH:31]/[C:13](=[C:6]2\[C:5](=[O:22])[NH:4][C:12]3[C:7]\2=[CH:8][CH:9]=[CH:10][CH:11]=3)/[C:14]2[CH:19]=[CH:18][CH:17]=[C:16]([Cl:20])[CH:15]=2)=[CH:32][CH:33]=1)[CH3:23].